Dataset: Reaction yield outcomes from USPTO patents with 853,638 reactions. Task: Predict the reaction yield, written as a fraction of the theoretical maximum amount of product (1.0 means a 100% yield; for example, 0.34 means a 34% yield). (1) The reactants are [NH2:1][C:2]([C:4]1[CH:8]=[C:7]([C:9]([OH:11])=O)[N:6]([C:12]2[CH:17]=[CH:16][C:15]([F:18])=[C:14]([C:19]#[N:20])[CH:13]=2)[N:5]=1)=[O:3].[N:21]1[CH:26]=[CH:25][CH:24]=[CH:23][CH:22]=1.C(N=[C:31]=[N:32][CH:33]([CH3:35])[CH3:34])(C)C.Cl. The catalyst is CN(C=O)C. The product is [C:19]([C:14]1[CH:13]=[C:12]([N:6]2[C:7]([C:9]([N:21]3[C:22]4[C:24](=[CH:23][CH:35]=[C:33]([N:32]5[CH2:31][CH2:9][CH2:7][CH2:8][CH2:4][C:2]5=[O:3])[CH:34]=4)[CH2:25][CH2:26]3)=[O:11])=[CH:8][C:4]([C:2]([NH2:1])=[O:3])=[N:5]2)[CH:17]=[CH:16][C:15]=1[F:18])#[N:20]. The yield is 0.290. (2) The reactants are [C:1]([C:3]1[CH:8]=[CH:7][C:6]([NH:9][C:10](=[O:18])[C:11]2[CH:16]=[CH:15][CH:14]=[CH:13][C:12]=2[CH3:17])=[CH:5][CH:4]=1)#[CH:2].Br[C:20]1[CH:21]=[N:22][CH:23]=[C:24]([CH:37]=1)[C:25]([N:27]=[S@@:28]([CH3:36])(=[O:35])[C:29]1[CH:34]=[CH:33][CH:32]=[CH:31][CH:30]=1)=[O:26]. The product is [CH3:17][C:12]1[CH:13]=[CH:14][CH:15]=[CH:16][C:11]=1[C:10]([NH:9][C:6]1[CH:5]=[CH:4][C:3]([C:1]#[C:2][C:20]2[CH:21]=[N:22][CH:23]=[C:24]([CH:37]=2)[C:25]([N:27]=[S@@:28]([CH3:36])(=[O:35])[C:29]2[CH:34]=[CH:33][CH:32]=[CH:31][CH:30]=2)=[O:26])=[CH:8][CH:7]=1)=[O:18]. The yield is 0.750. No catalyst specified. (3) The reactants are [F:1][C:2]1[C:7]2[N:8]=[C:9]([C:11]3[CH2:16][CH2:15][N:14](C(OC(C)(C)C)=O)[CH:13]([CH3:24])[CH:12]=3)[S:10][C:6]=2[CH:5]=[CH:4][CH:3]=1.FC(F)(F)C(O)=O. The catalyst is ClCCl.[OH-].[Na+]. The product is [F:1][C:2]1[C:7]2[N:8]=[C:9]([C:11]3[CH2:16][CH2:15][NH:14][CH:13]([CH3:24])[CH:12]=3)[S:10][C:6]=2[CH:5]=[CH:4][CH:3]=1. The yield is 0.840. (4) The reactants are [Br:1][C:2]1[C:7]2=[N:8][C:9]([C:12]([OH:14])=O)=[CH:10][N:11]=[C:6]2[CH:5]=[N:4][CH:3]=1.[NH:15]1[CH2:19][CH2:18][CH:17]([OH:20])[CH2:16]1.C(N(CC)CC)C.F[P-](F)(F)(F)(F)F.C[N+](C)=C(N(C)C)O. The catalyst is CN(C)C=O. The product is [Br:1][C:2]1[C:7]2=[N:8][C:9]([C:12]([N:15]3[CH2:19][CH2:18][CH:17]([OH:20])[CH2:16]3)=[O:14])=[CH:10][N:11]=[C:6]2[CH:5]=[N:4][CH:3]=1. The yield is 0.100. (5) The reactants are CN.[Br:3][C:4]1[CH:5]=[C:6]([CH:10]=[CH:11][C:12]=1[C:13]([CH3:16])([CH3:15])[CH3:14])[C:7]([OH:9])=O.O[N:18]1[C:22]2[CH:23]=[CH:24][CH:25]=[CH:26][C:21]=2N=N1.[CH3:27][N:28]([CH3:37])[CH2:29][CH2:30]CN=C=NCC. The catalyst is CN(C)C=O. The product is [CH3:27][N:28]1[CH2:29][CH2:30][C:25]2[C:24](=[CH:23][C:22]([NH:18][C:7](=[O:9])[C:6]3[CH:10]=[CH:11][C:12]([C:13]([CH3:16])([CH3:15])[CH3:14])=[C:4]([Br:3])[CH:5]=3)=[CH:21][CH:26]=2)[CH2:37]1. The yield is 0.930.